Dataset: NCI-60 drug combinations with 297,098 pairs across 59 cell lines. Task: Regression. Given two drug SMILES strings and cell line genomic features, predict the synergy score measuring deviation from expected non-interaction effect. Drug 1: CC(C)(C#N)C1=CC(=CC(=C1)CN2C=NC=N2)C(C)(C)C#N. Drug 2: C1CCC(C(C1)N)N.C(=O)(C(=O)[O-])[O-].[Pt+4]. Cell line: BT-549. Synergy scores: CSS=11.4, Synergy_ZIP=-5.71, Synergy_Bliss=-4.60, Synergy_Loewe=-3.91, Synergy_HSA=-3.35.